Dataset: Catalyst prediction with 721,799 reactions and 888 catalyst types from USPTO. Task: Predict which catalyst facilitates the given reaction. (1) The catalyst class is: 2. Product: [Br:17][C:5]1[CH:6]=[C:7]([CH3:8])[C:2]([Cl:1])=[CH:3][C:4]=1[NH2:9]. Reactant: [Cl:1][C:2]1[CH:3]=[C:4]([NH2:9])[CH:5]=[CH:6][C:7]=1[CH3:8].C1C(=O)N([Br:17])C(=O)C1. (2) Reactant: [OH:1][NH:2][C:3]([CH:5]1[C:10]([CH3:12])([CH3:11])[S:9][CH2:8][CH2:7][N:6]1[S:13]([C:16]1[CH:35]=[CH:34][C:19]([O:20][CH2:21][C:22]#[C:23][CH2:24][CH2:25][NH:26]C(=O)OC(C)(C)C)=[CH:18][CH:17]=1)(=[O:15])=[O:14])=[O:4].FC(F)(F)C(O)=O. Product: [NH2:26][CH2:25][CH2:24][C:23]#[C:22][CH2:21][O:20][C:19]1[CH:34]=[CH:35][C:16]([S:13]([N:6]2[CH2:7][CH2:8][S:9][C:10]([CH3:12])([CH3:11])[CH:5]2[C:3]([NH:2][OH:1])=[O:4])(=[O:14])=[O:15])=[CH:17][CH:18]=1. The catalyst class is: 4. (3) Reactant: CS(C)=O.C(Cl)(=O)C(Cl)=O.[OH:11][CH2:12][C@@H:13]1[CH2:17][CH2:16][CH2:15][N:14]1[C:18]([C@@H:20]([CH2:29][CH:30]=[CH2:31])[CH2:21][C:22]([O:24][C:25]([CH3:28])([CH3:27])[CH3:26])=[O:23])=[O:19].C(N(CC)CC)C. Product: [CH:12]([C@@H:13]1[CH2:17][CH2:16][CH2:15][N:14]1[C:18]([C@@H:20]([CH2:29][CH:30]=[CH2:31])[CH2:21][C:22]([O:24][C:25]([CH3:26])([CH3:27])[CH3:28])=[O:23])=[O:19])=[O:11]. The catalyst class is: 2. (4) Reactant: [C:1]1([OH:7])[CH:6]=[CH:5][CH:4]=[CH:3][CH:2]=1.[CH2:8]([C:10](O)([CH2:13][CH3:14])[CH2:11][CH3:12])[CH3:9].OS(O)(=O)=O. Product: [CH2:8]([C:10]([C:4]1[CH:5]=[CH:6][C:1]([OH:7])=[CH:2][CH:3]=1)([CH2:13][CH3:14])[CH2:11][CH3:12])[CH3:9]. The catalyst class is: 67. (5) Reactant: [C:1](=[O:24])([O:16][CH2:17][C:18]1[CH:23]=[CH:22][CH:21]=[CH:20][CH:19]=1)[O:2][C:3]1[C:8]2[NH:9][C:10](=[O:12])[S:11][C:7]=2[C:6]([C:13](=[O:15])[CH3:14])=[CH:5][CH:4]=1.[Br-:25].[Br-].[Br-].C1([N+](C)(C)C)C=CC=CC=1.C1([N+](C)(C)C)C=CC=CC=1.C1([N+](C)(C)C)C=CC=CC=1. Product: [C:1](=[O:24])([O:2][C:3]1[C:8]2[NH:9][C:10](=[O:12])[S:11][C:7]=2[C:6]([C:13](=[O:15])[CH2:14][Br:25])=[CH:5][CH:4]=1)[O:16][CH2:17][C:18]1[CH:23]=[CH:22][CH:21]=[CH:20][CH:19]=1. The catalyst class is: 20.